Dataset: Full USPTO retrosynthesis dataset with 1.9M reactions from patents (1976-2016). Task: Predict the reactants needed to synthesize the given product. (1) Given the product [Cl:8][C:7]1[C:2]([NH:25][C@H:16]2[C:17]3[C:22](=[CH:21][CH:20]=[C:19]([CH3:24])[CH:18]=3)[CH2:23][C@@H:15]2[CH3:14])=[N:3][C:4]([NH2:13])=[N:5][C:6]=1[C:9]([F:12])([F:11])[F:10], predict the reactants needed to synthesize it. The reactants are: Cl[C:2]1[C:7]([Cl:8])=[C:6]([C:9]([F:12])([F:11])[F:10])[N:5]=[C:4]([NH2:13])[N:3]=1.[CH3:14][C@H:15]1[CH2:23][C:22]2[C:17](=[CH:18][C:19]([CH3:24])=[CH:20][CH:21]=2)[C@@H:16]1[NH2:25].C(=O)([O-])[O-].[K+].[K+]. (2) Given the product [CH2:6]([C:5]1([OH:17])[C:8]2[CH:13]=[CH:12][NH:11][C:10](=[O:14])[C:9]=2[CH2:15][O:16][C:4]1=[O:18])[CH3:7], predict the reactants needed to synthesize it. The reactants are: C(N(CC)[C:4](=[O:18])[C:5]([OH:17])([C:8]1[CH:13]=[CH:12][NH:11][C:10](=[O:14])[C:9]=1[CH2:15][OH:16])[CH2:6][CH3:7])C.C(N(CC)C(=O)C(=O)CC)C.Cl. (3) Given the product [Cl:1][C:2]1[CH:3]=[N:4][CH:5]=[C:6]([Cl:23])[C:7]=1[CH2:8][CH2:9][C:10]1[C:11]2[N:12]([N:18]=[C:19]([C:21]#[N:30])[CH:20]=2)[C:13]([O:16][CH3:17])=[CH:14][CH:15]=1, predict the reactants needed to synthesize it. The reactants are: [Cl:1][C:2]1[CH:3]=[N:4][CH:5]=[C:6]([Cl:23])[C:7]=1[CH2:8][CH2:9][C:10]1[C:11]2[N:12]([N:18]=[C:19]([CH:21]=O)[CH:20]=2)[C:13]([O:16][CH3:17])=[CH:14][CH:15]=1.C([O-])(=O)C.[Na+].Cl.[NH2:30]O.FC(F)(F)C(OC(=O)C(F)(F)F)=O.C(=O)([O-])O.[Na+]. (4) The reactants are: [CH3:1][N:2]1[C:10]2[C@@:9]3([CH3:14])[C:11]([CH3:13])([CH3:12])[C@H:6]([CH2:7][CH2:8]3)[C:5]=2[C:4](=[O:15])[NH:3]1.Cl[CH2:17][C:18]1[C:19]([CH3:24])=[N:20][O:21][C:22]=1[CH3:23]. Given the product [CH3:24][C:19]1[C:18]([CH2:17][N:3]2[C:4](=[O:15])[C:5]3[C@@H:6]4[C:11]([CH3:12])([CH3:13])[C@@:9]([CH3:14])([CH2:8][CH2:7]4)[C:10]=3[N:2]2[CH3:1])=[C:22]([CH3:23])[O:21][N:20]=1, predict the reactants needed to synthesize it. (5) Given the product [CH2:29]([C@:36]1([C:51]2[O:56][C:55]([C:57]3[CH:62]=[C:61]([O:63][CH3:64])[CH:60]=[C:59]([O:65][CH3:66])[CH:58]=3)=[N:54][N:53]=2)[NH:37][C:38](=[O:50])[N:39]([C@@H:42]([C:44]2[CH:49]=[CH:48][CH:47]=[CH:46][CH:45]=2)[CH3:43])[C:40]1=[O:41])[C:30]1[CH:31]=[CH:32][CH:33]=[CH:34][CH:35]=1, predict the reactants needed to synthesize it. The reactants are: II.C1(P(C2C=CC=CC=2)C2C=CC=CC=2)C=CC=CC=1.C(N(CC)CC)C.[CH2:29]([C:36]1([C:51]([NH:53][NH:54][C:55]([C:57]2[CH:62]=[C:61]([O:63][CH3:64])[CH:60]=[C:59]([O:65][CH3:66])[CH:58]=2)=[O:56])=O)[C:40](=[O:41])[N:39]([C@@H:42]([C:44]2[CH:49]=[CH:48][CH:47]=[CH:46][CH:45]=2)[CH3:43])[C:38](=[O:50])[NH:37]1)[C:30]1[CH:35]=[CH:34][CH:33]=[CH:32][CH:31]=1.C(=O)([O-])O.[Na+].S([O-])([O-])(=O)=S.[Na+].[Na+]. (6) Given the product [F:1][C:2]1[CH:3]=[C:4]([N:9]2[C:10]3[N:11]=[CH:12][C:13]([F:32])=[CH:14][C:15]=3[C:16](=[O:17])[N:18]([CH:19]3[CH2:24][CH2:23][N:22]([C:25]([O:27][C:28]([CH3:29])([CH3:31])[CH3:30])=[O:26])[CH2:21][CH2:20]3)[C:33]2=[O:34])[CH:5]=[CH:6][C:7]=1[F:8], predict the reactants needed to synthesize it. The reactants are: [F:1][C:2]1[CH:3]=[C:4]([NH:9][C:10]2[C:15]([C:16]([NH:18][CH:19]3[CH2:24][CH2:23][N:22]([C:25]([O:27][C:28]([CH3:31])([CH3:30])[CH3:29])=[O:26])[CH2:21][CH2:20]3)=[O:17])=[CH:14][C:13]([F:32])=[CH:12][N:11]=2)[CH:5]=[CH:6][C:7]=1[F:8].[C:33](N1C=CN=C1)(N1C=CN=C1)=[O:34].[H-].[Na+].O. (7) Given the product [NH2:1][C:2]([C:4]1[CH:9]=[C:8]([C:10]([NH:12][CH2:13][C:14]([CH3:17])([CH3:16])[CH3:15])=[O:11])[CH:7]=[CH:6][C:5]=1[C:18]1[C:23]([CH3:24])=[C:22]([F:25])[CH:21]=[C:20]([C:26]([OH:28])=[O:27])[CH:19]=1)=[O:3], predict the reactants needed to synthesize it. The reactants are: [NH2:1][C:2]([C:4]1[CH:9]=[C:8]([C:10]([NH:12][CH2:13][C:14]([CH3:17])([CH3:16])[CH3:15])=[O:11])[CH:7]=[CH:6][C:5]=1[C:18]1[C:23]([CH3:24])=[C:22]([F:25])[CH:21]=[C:20]([C:26]([O:28]C(C)(C)C)=[O:27])[CH:19]=1)=[O:3].C([SiH](CC)CC)C.C(O)(C(F)(F)F)=O.